From a dataset of Forward reaction prediction with 1.9M reactions from USPTO patents (1976-2016). Predict the product of the given reaction. (1) Given the reactants [Cl:1][C:2]1[CH:7]=[CH:6][C:5]([C:8](=O)[CH2:9]Br)=[CH:4][CH:3]=1.[C:12](=[S:17])([O:14]CC)[NH2:13].C(O)C, predict the reaction product. The product is: [Cl:1][C:2]1[CH:7]=[CH:6][C:5]([C:8]2[NH:13][C:12](=[O:14])[S:17][CH:9]=2)=[CH:4][CH:3]=1. (2) The product is: [C:21]([O:20][C:19](=[O:25])[NH:18][C:14]1[CH:15]=[CH:16][CH:17]=[C:12]([NH:11][C:4]2[C:3]([CH:2]=[O:1])=[CH:8][N:7]=[C:6]([S:9][CH3:10])[N:5]=2)[CH:13]=1)([CH3:24])([CH3:23])[CH3:22]. Given the reactants [OH:1][CH2:2][C:3]1[C:4]([NH:11][C:12]2[CH:13]=[C:14]([NH:18][C:19](=[O:25])[O:20][C:21]([CH3:24])([CH3:23])[CH3:22])[CH:15]=[CH:16][CH:17]=2)=[N:5][C:6]([S:9][CH3:10])=[N:7][CH:8]=1, predict the reaction product. (3) Given the reactants [C:1]1([C:7]2[CH:15]=[CH:14][C:10]([C:11]([OH:13])=O)=[CH:9][CH:8]=2)[CH:6]=[CH:5][CH:4]=[CH:3][CH:2]=1.[CH2:16]([NH2:21])[CH2:17][CH:18]([CH3:20])[CH3:19], predict the reaction product. The product is: [CH2:16]([NH:21][C:11](=[O:13])[C:10]1[CH:9]=[CH:8][C:7]([C:1]2[CH:2]=[CH:3][CH:4]=[CH:5][CH:6]=2)=[CH:15][CH:14]=1)[CH2:17][CH:18]([CH3:20])[CH3:19]. (4) The product is: [CH2:7]([N:14]1[CH2:15][CH2:16][N:17]([CH:20]([CH3:26])[CH2:21][OH:22])[CH2:18][CH2:19]1)[C:8]1[CH:9]=[CH:10][CH:11]=[CH:12][CH:13]=1. Given the reactants [H-].[Li+].[Al+3].[H-].[H-].[H-].[CH2:7]([N:14]1[CH2:19][CH2:18][N:17]([CH:20]([CH3:26])[C:21](OCC)=[O:22])[CH2:16][CH2:15]1)[C:8]1[CH:13]=[CH:12][CH:11]=[CH:10][CH:9]=1.[OH-].[Na+], predict the reaction product. (5) Given the reactants [F:1][C:2]1[CH:21]=[CH:20][C:5]([O:6][C:7]2[CH:8]=[C:9]([CH:13]=[C:14]([C:16]([O:18][CH3:19])=[O:17])[CH:15]=2)[C:10]([OH:12])=O)=[CH:4][CH:3]=1.CCN=C=NCCCN(C)C.Cl.C1C=CC2N(O)N=NC=2C=1.O.[F:45][C:46]1[CH:51]=[CH:50][C:49]([CH2:52][NH2:53])=[CH:48][CH:47]=1.C([O-])(O)=O.[Na+], predict the reaction product. The product is: [F:45][C:46]1[CH:51]=[CH:50][C:49]([CH2:52][NH:53][C:10]([C:9]2[CH:13]=[C:14]([CH:15]=[C:7]([O:6][C:5]3[CH:4]=[CH:3][C:2]([F:1])=[CH:21][CH:20]=3)[CH:8]=2)[C:16]([O:18][CH3:19])=[O:17])=[O:12])=[CH:48][CH:47]=1. (6) Given the reactants [CH3:1][O:2][CH2:3][CH2:4][NH2:5].[CH2:6](N(CC)CC)[CH3:7].F[C:14]1[C:15]([C:20]([O-:22])=[O:21])=[N:16][CH:17]=[CH:18][CH:19]=1, predict the reaction product. The product is: [CH3:1][O:2][CH2:3][CH2:4][NH:5][C:14]1[C:15]([C:20]([O:22][CH2:6][CH3:7])=[O:21])=[N:16][CH:17]=[CH:18][CH:19]=1.